Dataset: Reaction yield outcomes from USPTO patents with 853,638 reactions. Task: Predict the reaction yield, written as a fraction of the theoretical maximum amount of product (1.0 means a 100% yield; for example, 0.34 means a 34% yield). The reactants are [F:1][C:2]([F:28])([F:27])[O:3][C:4]1[CH:9]=[CH:8][C:7]([N:10]2[C:14]3[CH:15]=[CH:16][C:17]4[CH:22]=[C:21]([C:23]([O:25]C)=[O:24])[CH:20]=[CH:19][C:18]=4[C:13]=3[N:12]=[CH:11]2)=[CH:6][CH:5]=1.O[Li].O. The catalyst is C1COCC1.O. The product is [F:28][C:2]([F:1])([F:27])[O:3][C:4]1[CH:9]=[CH:8][C:7]([N:10]2[C:14]3[CH:15]=[CH:16][C:17]4[CH:22]=[C:21]([C:23]([OH:25])=[O:24])[CH:20]=[CH:19][C:18]=4[C:13]=3[N:12]=[CH:11]2)=[CH:6][CH:5]=1. The yield is 0.340.